From a dataset of Forward reaction prediction with 1.9M reactions from USPTO patents (1976-2016). Predict the product of the given reaction. (1) Given the reactants O[N:2]1C2C=CC=CC=2N=N1.CCN=C=NCCCN(C)C.C(N(CC)C(C)C)(C)C.[C:31]([O:35][C:36]([N:38]1[CH2:43][CH2:42][CH:41]([C:44]2[CH:49]=[CH:48][C:47]([NH:50][C:51]3[N:56]=[C:55]([CH2:57][CH2:58][C:59]4[CH:64]=[CH:63][CH:62]=[CH:61][C:60]=4[CH2:65][C:66]([O-:68])=O)[C:54]([C:69]([F:72])([F:71])[F:70])=[CH:53][N:52]=3)=[CH:46][CH:45]=2)[CH2:40][CH2:39]1)=[O:37])([CH3:34])([CH3:33])[CH3:32].[Li+].C(=O)([O-])[O-].[NH4+].[NH4+], predict the reaction product. The product is: [NH2:2][C:66](=[O:68])[CH2:65][C:60]1[CH:61]=[CH:62][CH:63]=[CH:64][C:59]=1[CH2:58][CH2:57][C:55]1[C:54]([C:69]([F:72])([F:71])[F:70])=[CH:53][N:52]=[C:51]([NH:50][C:47]2[CH:48]=[CH:49][C:44]([CH:41]3[CH2:40][CH2:39][N:38]([C:36]([O:35][C:31]([CH3:33])([CH3:32])[CH3:34])=[O:37])[CH2:43][CH2:42]3)=[CH:45][CH:46]=2)[N:56]=1. (2) Given the reactants [Br:1][C:2]1[C:7]2[NH:8][C:9](Cl)=[N:10][C:6]=2[CH:5]=[C:4]([C:12]([F:15])([F:14])[F:13])[CH:3]=1.[NH2:16][C:17]1[CH:26]=[C:25]2[C:20]([CH:21]=[CH:22][CH:23]=[N:24]2)=[CH:19][CH:18]=1, predict the reaction product. The product is: [Br:1][C:2]1[C:7]2[NH:8][C:9]([NH:16][C:17]3[CH:26]=[C:25]4[C:20]([CH:21]=[CH:22][CH:23]=[N:24]4)=[CH:19][CH:18]=3)=[N:10][C:6]=2[CH:5]=[C:4]([C:12]([F:15])([F:14])[F:13])[CH:3]=1.